From a dataset of Forward reaction prediction with 1.9M reactions from USPTO patents (1976-2016). Predict the product of the given reaction. (1) Given the reactants [CH2:1]([N:8]1[CH2:13][CH2:12][N:11]([CH2:14][C:15]2[CH:20]=[CH:19][CH:18]=[CH:17][CH:16]=2)[CH2:10][C@H:9]1[CH:21]=[CH2:22])[C:2]1[CH:7]=[CH:6][CH:5]=[CH:4][CH:3]=1.B1C2CCCC1CCC2.C1(P(C2C=CC=CC=2)C2C=CC=CC=2)C=CC=CC=1.I[C:52]1[CH:57]=[CH:56][C:55]([C:58]([F:61])([F:60])[F:59])=[CH:54][CH:53]=1.[OH-].[Na+], predict the reaction product. The product is: [CH2:1]([N:8]1[CH2:13][CH2:12][N:11]([CH2:14][C:15]2[CH:20]=[CH:19][CH:18]=[CH:17][CH:16]=2)[CH2:10][C@H:9]1[CH2:21][CH2:22][C:52]1[CH:57]=[CH:56][C:55]([C:58]([F:61])([F:60])[F:59])=[CH:54][CH:53]=1)[C:2]1[CH:3]=[CH:4][CH:5]=[CH:6][CH:7]=1. (2) Given the reactants Cl[C:2]1[CH:7]=[CH:6][C:5]([N+:8]([O-:10])=[O:9])=[CH:4][C:3]=1[O:11][CH3:12].[NH:13]1[CH2:18][CH2:17][O:16][CH2:15][CH2:14]1, predict the reaction product. The product is: [CH3:12][O:11][C:3]1[CH:4]=[C:5]([N+:8]([O-:10])=[O:9])[CH:6]=[CH:7][C:2]=1[N:13]1[CH2:18][CH2:17][O:16][CH2:15][CH2:14]1. (3) Given the reactants [F:1][CH2:2][CH2:3][O:4][C:5]1[CH:6]=[C:7]([C:11]2[N:12]=[C:13]3[N:18]=[C:17]([NH:19][C:20]([C:22]4[N:26]([CH3:27])[N:25]=[CH:24][C:23]=4[C:28]([O:30]CC)=[O:29])=[O:21])[CH:16]=[CH:15][N:14]3[CH:33]=2)[CH:8]=[CH:9][CH:10]=1.C(O)C.C1COCC1.Cl, predict the reaction product. The product is: [F:1][CH2:2][CH2:3][O:4][C:5]1[CH:6]=[C:7]([C:11]2[N:12]=[C:13]3[N:18]=[C:17]([NH:19][C:20]([C:22]4[N:26]([CH3:27])[N:25]=[CH:24][C:23]=4[C:28]([OH:30])=[O:29])=[O:21])[CH:16]=[CH:15][N:14]3[CH:33]=2)[CH:8]=[CH:9][CH:10]=1. (4) Given the reactants [CH2:1]([N:3]([CH2:6][CH3:7])[CH2:4][CH3:5])[CH3:2].[Cl:8][C:9]1[CH:16]=[CH:15]C(CCl)=[CH:11][CH:10]=1.CN([CH:20]=[O:21])C, predict the reaction product. The product is: [Cl:8][C:9]1[CH:16]=[CH:15][C:2]([CH2:1][N:3]2[CH2:6][CH2:7][C:20](=[O:21])[CH2:5][CH2:4]2)=[CH:11][CH:10]=1. (5) Given the reactants Cl[C:2]1[C:11]2[C:6](=[CH:7][CH:8]=[C:9]([O:12][CH3:13])[CH:10]=2)[C:5]([N:14]2[CH:18]=[C:17]([CH3:19])[N:16]=[CH:15]2)=[N:4][C:3]=1[C:20]#[N:21].[NH:22]1[CH2:26][CH2:25][CH2:24][CH2:23]1, predict the reaction product. The product is: [CH3:13][O:12][C:9]1[CH:10]=[C:11]2[C:6](=[CH:7][CH:8]=1)[C:5]([N:14]1[CH:18]=[C:17]([CH3:19])[N:16]=[CH:15]1)=[N:4][C:3]([C:20]#[N:21])=[C:2]2[N:22]1[CH2:26][CH2:25][CH2:24][CH2:23]1. (6) Given the reactants [C:1]1([NH:7][NH2:8])[CH:6]=[CH:5][CH:4]=[CH:3][CH:2]=1.[C:9]1([N:15]([C:24]2[CH:29]=[CH:28][CH:27]=[CH:26][CH:25]=2)[C:16]2[CH:23]=[CH:22][C:19]([CH:20]=O)=[CH:18][CH:17]=2)[CH:14]=[CH:13][CH:12]=[CH:11][CH:10]=1.[CH:30]([OH:33])([CH3:32])[CH3:31], predict the reaction product. The product is: [O:33]1[CH2:32][CH:30]1[CH2:31][N:7]([C:1]1[CH:6]=[CH:5][CH:4]=[CH:3][CH:2]=1)[N:8]=[CH:20][C:19]1[CH:18]=[CH:17][C:16]([N:15]([C:24]2[CH:29]=[CH:28][CH:27]=[CH:26][CH:25]=2)[C:9]2[CH:14]=[CH:13][CH:12]=[CH:11][CH:10]=2)=[CH:23][CH:22]=1. (7) Given the reactants [NH2:1][C:2]1[CH:7]=[CH:6][C:5]([CH3:8])=[CH:4][C:3]=1[OH:9].[C:10](N1C=CN=C1)(N1C=CN=C1)=[O:11], predict the reaction product. The product is: [CH3:8][C:5]1[CH:6]=[CH:7][C:2]2[NH:1][C:10](=[O:11])[O:9][C:3]=2[CH:4]=1.